This data is from Peptide-MHC class I binding affinity with 185,985 pairs from IEDB/IMGT. The task is: Regression. Given a peptide amino acid sequence and an MHC pseudo amino acid sequence, predict their binding affinity value. This is MHC class I binding data. (1) The peptide sequence is LLLGVGLAMA. The MHC is HLA-A02:06 with pseudo-sequence HLA-A02:06. The binding affinity (normalized) is 0.876. (2) The peptide sequence is RIPAGKCPV. The MHC is Mamu-A01 with pseudo-sequence Mamu-A01. The binding affinity (normalized) is 0.233. (3) The peptide sequence is SDYLELDTI. The MHC is HLA-B42:01 with pseudo-sequence HLA-B42:01. The binding affinity (normalized) is 0.